Dataset: Forward reaction prediction with 1.9M reactions from USPTO patents (1976-2016). Task: Predict the product of the given reaction. (1) Given the reactants [NH2:1][C:2]1[CH:11]=[CH:10][CH:9]=[C:8]2[C:3]=1[CH2:4][CH2:5][NH:6][CH2:7]2.[OH-].[Na+].[C:14]([O:18][C:19](O[C:19]([O:18][C:14]([CH3:17])([CH3:16])[CH3:15])=[O:20])=[O:20])([CH3:17])([CH3:16])[CH3:15].O, predict the reaction product. The product is: [NH2:1][C:2]1[CH:11]=[CH:10][CH:9]=[C:8]2[C:3]=1[CH2:4][CH2:5][N:6]([C:19]([O:18][C:14]([CH3:17])([CH3:16])[CH3:15])=[O:20])[CH2:7]2. (2) Given the reactants Cl[C:2]1[N:7]=[CH:6][C:5]([CH2:8][N:9]2[C:17]3[C:12](=[CH:13][CH:14]=[CH:15][C:16]=3[C:18]([NH:20][C@H:21]([C:23]3[CH:31]=[CH:30][C:26]([C:27]([OH:29])=[O:28])=[CH:25][CH:24]=3)[CH3:22])=[O:19])[CH:11]=[CH:10]2)=[CH:4][CH:3]=1.N1CCCCC1.[CH2:38]([OH:40])[CH3:39], predict the reaction product. The product is: [CH2:38]([O:40][C:2]1[N:7]=[CH:6][C:5]([CH2:8][N:9]2[C:17]3[C:12](=[CH:13][CH:14]=[CH:15][C:16]=3[C:18]([NH:20][C@H:21]([C:23]3[CH:31]=[CH:30][C:26]([C:27]([OH:29])=[O:28])=[CH:25][CH:24]=3)[CH3:22])=[O:19])[CH:11]=[CH:10]2)=[CH:4][CH:3]=1)[CH3:39]. (3) Given the reactants [CH3:1][O:2][C:3]1[CH:4]=[C:5]([CH:8]=[CH:9][C:10]=1O)[C:6]#[N:7].[CH:12](N(C(C)C)CC)(C)[CH3:13].S(OS(C(F)(F)F)(=O)=O)(C(F)(F)F)(=O)=O.C([Sn](CC)(CC)CC)C.[Li+].[Cl-], predict the reaction product. The product is: [CH3:1][O:2][C:3]1[CH:4]=[C:5]([CH:8]=[CH:9][C:10]=1[CH2:12][CH3:13])[C:6]#[N:7]. (4) Given the reactants Br[C:2]1[CH:9]=[C:8]([O:10][CH3:11])[C:5]([CH:6]=[O:7])=[C:4]([F:12])[CH:3]=1.[F:13][C:14]1[CH:19]=[CH:18][C:17](B(O)O)=[CH:16][CH:15]=1, predict the reaction product. The product is: [F:12][C:4]1[CH:3]=[C:2]([C:17]2[CH:18]=[CH:19][C:14]([F:13])=[CH:15][CH:16]=2)[CH:9]=[C:8]([O:10][CH3:11])[C:5]=1[CH:6]=[O:7]. (5) The product is: [CH2:1]([C:6]1[CH:13]=[CH:12][C:9](/[CH:10]=[CH:22]/[C:23]([O:25][CH2:26][CH3:27])=[O:24])=[CH:8][CH:7]=1)[CH2:2][CH2:3][CH2:4][CH3:5]. Given the reactants [CH2:1]([C:6]1[CH:13]=[CH:12][C:9]([CH:10]=O)=[CH:8][CH:7]=1)[CH2:2][CH2:3][CH2:4][CH3:5].C(OP([CH2:22][C:23]([O:25][CH2:26][CH3:27])=[O:24])(OCC)=O)C.[H-].[Na+], predict the reaction product.